This data is from Reaction yield outcomes from USPTO patents with 853,638 reactions. The task is: Predict the reaction yield, written as a fraction of the theoretical maximum amount of product (1.0 means a 100% yield; for example, 0.34 means a 34% yield). The reactants are [Cl:1][C:2]1[CH:7]=[CH:6][CH:5]=[CH:4][C:3]=1[CH2:8]Br.[Na+].[I-:11]. The catalyst is CC(C)=O. The product is [Cl:1][C:2]1[CH:7]=[CH:6][CH:5]=[CH:4][C:3]=1[CH2:8][I:11]. The yield is 0.630.